The task is: Predict the reaction yield, written as a fraction of the theoretical maximum amount of product (1.0 means a 100% yield; for example, 0.34 means a 34% yield).. This data is from Reaction yield outcomes from USPTO patents with 853,638 reactions. (1) The reactants are [C:1]([O:5][C:6]([N:8]1[CH2:13][CH2:12][N:11]([C:14]2[CH:15]=[N:16][C:17]([N+:20]([O-])=O)=[CH:18][CH:19]=2)[CH2:10][CH2:9]1)=[O:7])([CH3:4])([CH3:3])[CH3:2]. The catalyst is CCO.CCOC(C)=O.[Pd]. The product is [C:1]([O:5][C:6]([N:8]1[CH2:13][CH2:12][N:11]([C:14]2[CH:15]=[N:16][C:17]([NH2:20])=[CH:18][CH:19]=2)[CH2:10][CH2:9]1)=[O:7])([CH3:4])([CH3:2])[CH3:3]. The yield is 0.930. (2) The reactants are [Br:1][C:2]1[CH:3]=[C:4]2[C:23](=[CH:24][CH:25]=1)[C:8]1=[N:9][O:10][C:11]([C:12]3[CH:17]=[CH:16][C:15]([O:18][C:19]([F:22])([F:21])[F:20])=[CH:14][CH:13]=3)=[C:7]1[CH2:6][CH2:5]2. The catalyst is CC(O)=O.CCOC(C)=O.O=[Mn]=O. The product is [Br:1][C:2]1[CH:3]=[C:4]2[C:23](=[CH:24][CH:25]=1)[C:8]1=[N:9][O:10][C:11]([C:12]3[CH:17]=[CH:16][C:15]([O:18][C:19]([F:21])([F:22])[F:20])=[CH:14][CH:13]=3)=[C:7]1[CH:6]=[CH:5]2. The yield is 0.350. (3) The reactants are [Cl:1][C:2]1[CH:3]=[C:4](B(O)O)[CH:5]=[CH:6][C:7]=1[O:8][CH3:9].ClCCl.Cl[C:17]1[N:18]=[C:19]([CH3:36])[C:20]2[CH:25]=[CH:24][N:23]([C:26]3[CH:35]=[CH:34][C:29]([C:30]([O:32][CH3:33])=[O:31])=[CH:28][CH:27]=3)[C:21]=2[N:22]=1.C([O-])([O-])=O.[Cs+].[Cs+]. The catalyst is O1CCOCC1. The product is [Cl:1][C:2]1[CH:3]=[C:4]([C:17]2[N:18]=[C:19]([CH3:36])[C:20]3[CH:25]=[CH:24][N:23]([C:26]4[CH:27]=[CH:28][C:29]([C:30]([O:32][CH3:33])=[O:31])=[CH:34][CH:35]=4)[C:21]=3[N:22]=2)[CH:5]=[CH:6][C:7]=1[O:8][CH3:9]. The yield is 0.680. (4) The reactants are [NH:1]1[CH2:6][CH2:5][CH:4]([N:7]2[C@@H:16]3[C@H:11]([CH2:12][CH2:13][CH2:14][CH2:15]3)[CH2:10][NH:9][C:8]2=[O:17])[CH2:3][CH2:2]1.[CH:18]1([C:21]([N:23]2[CH2:28][CH2:27][C:26](=O)[CH2:25][CH2:24]2)=[O:22])[CH2:20][CH2:19]1. No catalyst specified. The product is [CH:18]1([C:21]([N:23]2[CH2:28][CH2:27][CH:26]([N:1]3[CH2:6][CH2:5][CH:4]([N:7]4[C@@H:16]5[C@H:11]([CH2:12][CH2:13][CH2:14][CH2:15]5)[CH2:10][NH:9][C:8]4=[O:17])[CH2:3][CH2:2]3)[CH2:25][CH2:24]2)=[O:22])[CH2:19][CH2:20]1. The yield is 0.280. (5) The reactants are [I-:1].[Br:2][C:3]1[CH:4]=[C:5]2[C:9](=[CH:10][CH:11]=1)[N+:8]([CH2:12][CH2:13][CH2:14][CH2:15][CH2:16][C:17]([OH:19])=[O:18])=[C:7]([CH3:20])[C:6]2([CH3:22])[CH3:21].S(=O)(=O)(O)O.[CH2:28](O)[CH3:29]. No catalyst specified. The product is [I-:1].[Br:2][C:3]1[CH:4]=[C:5]2[C:9](=[CH:10][CH:11]=1)[N+:8]([CH2:12][CH2:13][CH2:14][CH2:15][CH2:16][C:17]([O:19][CH2:28][CH3:29])=[O:18])=[C:7]([CH3:20])[C:6]2([CH3:22])[CH3:21]. The yield is 0.820. (6) The reactants are [CH3:1][O:2][C:3](=[O:19])[C@@H:4]([NH:11][C:12]([O:14]C(C)(C)C)=O)[CH:5]1[CH2:10][CH2:9][CH2:8][CH2:7][CH2:6]1.[NH:20]([C:28]([O:30][CH2:31][C:32]1[CH:37]=[CH:36][CH:35]=[CH:34][CH:33]=1)=[O:29])[C@H:21](C(O)=O)[CH:22]([CH3:24])[CH3:23]. The catalyst is C1(C)C=CC=CC=1.C(OCC)(=O)C. The product is [CH3:1][O:2][C:3](=[O:19])[C@@H:4]([NH:11][C:12](=[O:14])[C@@H:21]([NH:20][C:28]([O:30][CH2:31][C:32]1[CH:37]=[CH:36][CH:35]=[CH:34][CH:33]=1)=[O:29])[CH:22]([CH3:24])[CH3:23])[CH:5]1[CH2:6][CH2:7][CH2:8][CH2:9][CH2:10]1. The yield is 0.940. (7) The reactants are [NH:1]1[C:5]2[CH:6]=[CH:7][C:8]([C:10]([OH:12])=O)=[CH:9][C:4]=2[N:3]=[CH:2]1.[F:13][C:14]1[C:27]2[CH2:26][CH2:25][C@H:24]3[C@H:19]([CH2:20][CH2:21][CH2:22][NH:23]3)[C:18]=2[CH:17]=[C:16]([F:28])[CH:15]=1. The catalyst is C(Cl)Cl.CO. The product is [NH:1]1[C:5]2[CH:6]=[CH:7][C:8]([C:10]([N:23]3[C@@H:24]4[C@@H:19]([C:18]5[CH:17]=[C:16]([F:28])[CH:15]=[C:14]([F:13])[C:27]=5[CH2:26][CH2:25]4)[CH2:20][CH2:21][CH2:22]3)=[O:12])=[CH:9][C:4]=2[N:3]=[CH:2]1. The yield is 0.720. (8) The reactants are [N+:1]([C:4]1[CH:8]=[CH:7][NH:6][N:5]=1)([O-:3])=[O:2].Cl[CH2:10][CH2:11][OH:12].C(=O)([O-])[O-].[K+].[K+]. The catalyst is CN(C=O)C.C(OCC)(=O)C. The product is [N+:1]([C:4]1[CH:8]=[CH:7][N:6]([CH2:10][CH2:11][OH:12])[N:5]=1)([O-:3])=[O:2]. The yield is 0.590. (9) The catalyst is CN(C=O)C.Cl[Pd](Cl)([P](C1C=CC=CC=1)(C1C=CC=CC=1)C1C=CC=CC=1)[P](C1C=CC=CC=1)(C1C=CC=CC=1)C1C=CC=CC=1.[Cu]I. The product is [CH3:45][O:44][C:42](=[O:43])[CH2:41][C:36]1[CH:37]=[CH:38][CH:39]=[CH:40][C:35]=1[C:33]#[C:34][C:2]1[C:7]([C:8]([F:11])([F:10])[F:9])=[CH:6][N:5]=[C:4]([NH:12][C:13]2[CH:32]=[CH:31][C:16]([CH2:17][N:18]3[CH2:23][CH2:22][N:21]([C:24]([O:26][C:27]([CH3:30])([CH3:29])[CH3:28])=[O:25])[CH2:20][CH2:19]3)=[CH:15][CH:14]=2)[N:3]=1. The yield is 0.300. The reactants are Cl[C:2]1[C:7]([C:8]([F:11])([F:10])[F:9])=[CH:6][N:5]=[C:4]([NH:12][C:13]2[CH:32]=[CH:31][C:16]([CH2:17][N:18]3[CH2:23][CH2:22][N:21]([C:24]([O:26][C:27]([CH3:30])([CH3:29])[CH3:28])=[O:25])[CH2:20][CH2:19]3)=[CH:15][CH:14]=2)[N:3]=1.[C:33]([C:35]1[CH:40]=[CH:39][CH:38]=[CH:37][C:36]=1[CH2:41][C:42]([O:44][CH3:45])=[O:43])#[CH:34].C(N(CC)CC)C. (10) The product is [Cl:34][C:29]1[CH:28]=[C:27]([C:22]2[CH:23]=[C:24]([CH3:26])[N:25]=[C:20]([N:18]3[CH:19]=[C:15]([C:12]4[CH:11]=[CH:10][C:9]([S:6]([NH2:5])(=[O:8])=[O:7])=[CH:14][CH:13]=4)[N:16]=[CH:17]3)[N:21]=2)[CH:32]=[CH:31][C:30]=1[Cl:33]. The reactants are C([NH:5][S:6]([C:9]1[CH:14]=[CH:13][C:12]([C:15]2[N:16]=[CH:17][N:18]([C:20]3[N:25]=[C:24]([CH3:26])[CH:23]=[C:22]([C:27]4[CH:32]=[CH:31][C:30]([Cl:33])=[C:29]([Cl:34])[CH:28]=4)[N:21]=3)[CH:19]=2)=[CH:11][CH:10]=1)(=[O:8])=[O:7])(C)(C)C.C(O)(C(F)(F)F)=O. The catalyst is ClCCl. The yield is 0.330.